From a dataset of Reaction yield outcomes from USPTO patents with 853,638 reactions. Predict the reaction yield, written as a fraction of the theoretical maximum amount of product (1.0 means a 100% yield; for example, 0.34 means a 34% yield). The yield is 0.150. The reactants are Br[C:2]1[CH:3]=[N:4][C:5](Cl)=[C:6]([CH:10]=1)[C:7]([NH2:9])=[O:8].[O:12]([C:19]1[CH:24]=[CH:23][C:22]([OH:25])=[CH:21][CH:20]=1)[C:13]1[CH:18]=[CH:17][CH:16]=[CH:15][CH:14]=1.[C:26]([N:33]1[CH2:38][CH:37]=[C:36](B2OC(C)(C)C(C)(C)O2)[CH2:35][CH2:34]1)([O:28]C(C)(C)C)=O.[C:48](O)(=O)[CH:49]=C. No catalyst specified. The product is [C:26]([N:33]1[CH2:34][CH2:35][CH:36]([C:2]2[CH:3]=[N:4][C:5]([O:25][C:22]3[CH:21]=[CH:20][C:19]([O:12][C:13]4[CH:18]=[CH:17][CH:16]=[CH:15][CH:14]=4)=[CH:24][CH:23]=3)=[C:6]([C:7]([NH2:9])=[O:8])[CH:10]=2)[CH2:37][CH2:38]1)(=[O:28])[CH:48]=[CH2:49].